Dataset: Peptide-MHC class I binding affinity with 185,985 pairs from IEDB/IMGT. Task: Regression. Given a peptide amino acid sequence and an MHC pseudo amino acid sequence, predict their binding affinity value. This is MHC class I binding data. (1) The peptide sequence is SLYFGGICVI. The MHC is HLA-A02:01 with pseudo-sequence HLA-A02:01. The binding affinity (normalized) is 0.527. (2) The MHC is HLA-A68:01 with pseudo-sequence HLA-A68:01. The binding affinity (normalized) is 0. The peptide sequence is AIEKDRLDK. (3) The peptide sequence is KIKQDVRDK. The MHC is HLA-A03:01 with pseudo-sequence HLA-A03:01. The binding affinity (normalized) is 0.528. (4) The peptide sequence is DESKKEINLL. The MHC is HLA-B40:01 with pseudo-sequence HLA-B40:01. The binding affinity (normalized) is 0. (5) The peptide sequence is TLYCVHQGI. The MHC is HLA-A33:01 with pseudo-sequence HLA-A33:01. The binding affinity (normalized) is 0. (6) The peptide sequence is YSLAGSSPF. The MHC is HLA-A32:15 with pseudo-sequence YFAMYRNNVAHTDESIAYIMYQDYTWAVLAYTWY. The binding affinity (normalized) is 0.344. (7) The peptide sequence is ILMDTICGT. The MHC is HLA-A02:19 with pseudo-sequence HLA-A02:19. The binding affinity (normalized) is 1.00. (8) The peptide sequence is IALALEQYGI. The MHC is HLA-A02:02 with pseudo-sequence HLA-A02:02. The binding affinity (normalized) is 0.363. (9) The peptide sequence is RLRDLNQAV. The MHC is HLA-A02:02 with pseudo-sequence HLA-A02:02. The binding affinity (normalized) is 0.229.